Dataset: HIV replication inhibition screening data with 41,000+ compounds from the AIDS Antiviral Screen. Task: Binary Classification. Given a drug SMILES string, predict its activity (active/inactive) in a high-throughput screening assay against a specified biological target. The molecule is O=C1Nc2ccc(Cl)c(I)c2C1=O. The result is 0 (inactive).